Predict which catalyst facilitates the given reaction. From a dataset of Catalyst prediction with 721,799 reactions and 888 catalyst types from USPTO. (1) Reactant: Cl[C:2]1[N:15]2[C:6](=[N:7][C:8]3[C:13]([C:14]2=[O:16])=[C:12]([F:17])[CH:11]=[CH:10][CH:9]=3)[C:5]2[CH:18]=[CH:19][N:20]([S:21]([C:24]3[CH:29]=[CH:28][C:27]([CH3:30])=[CH:26][CH:25]=3)(=[O:23])=[O:22])[C:4]=2[N:3]=1.[CH3:31][N:32]([CH2:34][C:35]([N:37]1[C:46]2[C:41](=[CH:42][C:43]([O:48][CH2:49][CH3:50])=[C:44]([NH2:47])[CH:45]=2)[CH2:40][CH2:39][CH2:38]1)=[O:36])[CH3:33]. Product: [CH3:31][N:32]([CH3:33])[CH2:34][C:35]([N:37]1[C:46]2[C:41](=[CH:42][C:43]([O:48][CH2:49][CH3:50])=[C:44]([NH:47][C:2]3[N:15]4[C:6](=[N:7][C:8]5[C:13]([C:14]4=[O:16])=[C:12]([F:17])[CH:11]=[CH:10][CH:9]=5)[C:5]4[CH:18]=[CH:19][N:20]([S:21]([C:24]5[CH:25]=[CH:26][C:27]([CH3:30])=[CH:28][CH:29]=5)(=[O:23])=[O:22])[C:4]=4[N:3]=3)[CH:45]=2)[CH2:40][CH2:39][CH2:38]1)=[O:36]. The catalyst class is: 7. (2) Reactant: Cl.[Cl:2][C:3]1[CH:17]=[CH:16][C:6]2[NH:7][C:8]3[S:9][CH:10]=[CH:11][C:12]=3[C:13]([NH2:15])=[N:14][C:5]=2[CH:4]=1.[CH3:18][O:19][CH2:20][CH2:21][C@H:22]1[CH2:27]N[CH2:25][CH2:24][NH:23]1.CS(C)=O.C1(C)C=CC=CC=1. Product: [Cl:2][C:3]1[CH:17]=[CH:16][C:6]2[NH:7][C:8]3[S:9][CH:10]=[CH:11][C:12]=3[C:13]([N:15]3[CH2:25][CH2:24][NH:23][C@@H:22]([CH2:21][CH2:20][O:19][CH3:18])[CH2:27]3)=[N:14][C:5]=2[CH:4]=1. The catalyst class is: 13. (3) Reactant: C=O.[F:3][C:4]1[C:27]([NH:28][S:29]([CH2:32][CH2:33][CH3:34])(=[O:31])=[O:30])=[CH:26][CH:25]=[C:24]([F:35])[C:5]=1[C:6]([NH:8][C:9]1[CH:10]=[C:11]2[C:17]([C:18]3[CH2:19][CH2:20][NH:21][CH2:22][CH:23]=3)=[N:16][NH:15][C:12]2=[N:13][CH:14]=1)=[O:7].[CH2:36](Cl)Cl.CO.C(O[BH-](OC(=O)C)OC(=O)C)(=O)C.[Na+]. Product: [F:3][C:4]1[C:27]([NH:28][S:29]([CH2:32][CH2:33][CH3:34])(=[O:31])=[O:30])=[CH:26][CH:25]=[C:24]([F:35])[C:5]=1[C:6]([NH:8][C:9]1[CH:10]=[C:11]2[C:17]([C:18]3[CH2:19][CH2:20][N:21]([CH3:36])[CH2:22][CH:23]=3)=[N:16][NH:15][C:12]2=[N:13][CH:14]=1)=[O:7]. The catalyst class is: 52. (4) Reactant: [F:1][C:2]([F:18])([F:17])[C:3]1[CH:8]=[CH:7][C:6]([N:9]2[CH2:14][CH2:13][CH2:12][CH:11](NC)[CH2:10]2)=[CH:5][CH:4]=1.[F:19][C:20]1[CH:25]=[CH:24][C:23]([S:26]([N:29]([CH2:33][C:34]([OH:36])=O)[CH:30]([CH3:32])[CH3:31])(=[O:28])=[O:27])=[CH:22][CH:21]=1.[CH3:37][N:38](C(ON1N=NC2C=CC=NC1=2)=[N+](C)C)C.F[P-](F)(F)(F)(F)F.C(N(CC)C(C)C)(C)C.OS([O-])(=O)=O.[K+]. Product: [F:19][C:20]1[CH:25]=[CH:24][C:23]([S:26]([N:29]([CH:30]([CH3:32])[CH3:31])[CH2:33][C:34]([NH:38][CH2:37][CH:11]2[CH2:12][CH2:13][CH2:14][N:9]([C:6]3[CH:5]=[CH:4][C:3]([C:2]([F:1])([F:17])[F:18])=[CH:8][CH:7]=3)[CH2:10]2)=[O:36])(=[O:28])=[O:27])=[CH:22][CH:21]=1. The catalyst class is: 4. (5) Reactant: [C:1](#[N:5])[CH2:2][C:3]#[N:4].[H-].[Na+].[Cl:8][C:9]1[CH:24]=[CH:23][C:12]([O:13][C:14]2[CH:22]=[CH:21][C:17]([C:18](Cl)=[O:19])=[CH:16][CH:15]=2)=[CH:11][C:10]=1[CH3:25].S(OC)(O[CH3:30])(=O)=O. Product: [Cl:8][C:9]1[CH:24]=[CH:23][C:12]([O:13][C:14]2[CH:22]=[CH:21][C:17]([C:18]([O:19][CH3:30])=[C:2]([C:1]#[N:5])[C:3]#[N:4])=[CH:16][CH:15]=2)=[CH:11][C:10]=1[CH3:25]. The catalyst class is: 7. (6) Reactant: [NH2:1][C:2]1[CH:6]=[C:5]([C:7]([CH3:10])([CH3:9])[CH3:8])[Se:4][C:3]=1[C:11]([NH2:13])=[O:12].[N:14]([O-])=O.[Na+]. Product: [C:7]([C:5]1[Se:4][C:3]2[C:11](=[O:12])[NH:13][N:14]=[N:1][C:2]=2[CH:6]=1)([CH3:10])([CH3:8])[CH3:9]. The catalyst class is: 65. (7) Reactant: [CH3:1][CH2:2][CH:3]=[CH:4][CH2:5][CH3:6].[CH3:7][CH2:8]/[CH:9]=[CH:10]\[CH2:11][CH3:12].CC/C=C/CC. Product: [CH3:1][CH2:2][CH:3]=[CH:4][CH2:5][CH3:6].[CH2:7]=[CH:8][CH2:9][CH2:10][CH2:11][CH3:12]. The catalyst class is: 3. (8) Product: [CH2:27]([N:9]1[CH2:10][CH2:11][C:5]2[C:6](=[N:7][C:2]([Cl:1])=[C:3]([N:12]3[CH2:17][CH2:16][CH:15]([O:18][C:19]4[CH:24]=[CH:23][C:22]([F:25])=[CH:21][C:20]=4[F:26])[CH2:14][CH2:13]3)[N:4]=2)[CH2:8]1)[C:28]1[CH:33]=[CH:32][CH:31]=[CH:30][CH:29]=1. The catalyst class is: 10. Reactant: [Cl:1][C:2]1[N:7]=[C:6]2[CH:8]=[N:9][CH:10]=[CH:11][C:5]2=[N:4][C:3]=1[N:12]1[CH2:17][CH2:16][CH:15]([O:18][C:19]2[CH:24]=[CH:23][C:22]([F:25])=[CH:21][C:20]=2[F:26])[CH2:14][CH2:13]1.[CH2:27](Br)[C:28]1[CH:33]=[CH:32][CH:31]=[CH:30][CH:29]=1.C(O[BH-](OC(=O)C)OC(=O)C)(=O)C.[Na+]. (9) Reactant: [N+:1]([C:4]1[C:10](F)=[CH:9][C:8]([F:12])=[CH:7][C:5]=1[NH2:6])([O-:3])=[O:2].[NH:13]1[CH2:18][CH2:17][O:16][CH2:15][CH2:14]1.C(N(CC)CC)C. Product: [F:12][C:8]1[CH:9]=[C:10]([N:13]2[CH2:18][CH2:17][O:16][CH2:15][CH2:14]2)[C:4]([N+:1]([O-:3])=[O:2])=[C:5]([NH2:6])[CH:7]=1. The catalyst class is: 1.